This data is from Reaction yield outcomes from USPTO patents with 853,638 reactions. The task is: Predict the reaction yield, written as a fraction of the theoretical maximum amount of product (1.0 means a 100% yield; for example, 0.34 means a 34% yield). (1) The reactants are Br[C:2]1[CH:3]=[CH:4][C:5]2[C:6]3[C:7]([CH2:37][CH2:38][CH2:39][CH2:40][CH2:41][CH2:42][CH2:43][CH2:44][CH2:45][CH2:46][CH2:47][CH3:48])=[C:8]4[C:34](=[O:35])[C:33]5[C:28](=[CH:29][CH:30]=[C:31](Br)[CH:32]=5)[C:9]4=[C:10]([CH2:16][CH2:17][CH2:18][CH2:19][CH2:20][CH2:21][CH2:22][CH2:23][CH2:24][CH2:25][CH2:26][CH3:27])[C:11]=3[C:12](=[O:15])[C:13]=2[CH:14]=1.C([Sn](CCCC)(CCCC)[C:54]1[S:55][CH:56]=[CH:57][CH:58]=1)CCC. The catalyst is C1(C)C=CC=CC=1.C1C=CC([P]([Pd]([P](C2C=CC=CC=2)(C2C=CC=CC=2)C2C=CC=CC=2)([P](C2C=CC=CC=2)(C2C=CC=CC=2)C2C=CC=CC=2)[P](C2C=CC=CC=2)(C2C=CC=CC=2)C2C=CC=CC=2)(C2C=CC=CC=2)C2C=CC=CC=2)=CC=1. The product is [S:55]1[CH:56]=[CH:57][CH:58]=[C:54]1[C:31]1[CH:30]=[CH:29][C:28]2[C:9]3[C:10]([CH2:16][CH2:17][CH2:18][CH2:19][CH2:20][CH2:21][CH2:22][CH2:23][CH2:24][CH2:25][CH2:26][CH3:27])=[C:11]4[C:12](=[O:15])[C:13]5[C:5](=[CH:4][CH:3]=[C:2]([C:54]6[S:55][CH:56]=[CH:57][CH:58]=6)[CH:14]=5)[C:6]4=[C:7]([CH2:37][CH2:38][CH2:39][CH2:40][CH2:41][CH2:42][CH2:43][CH2:44][CH2:45][CH2:46][CH2:47][CH3:48])[C:8]=3[C:34](=[O:35])[C:33]=2[CH:32]=1. The yield is 0.600. (2) No catalyst specified. The product is [C:39]([N:5]1[CH2:6][CH:2]([OH:1])[CH:3]([NH:7][C:8]([C:10]2[C:14]([CH3:15])=[C:13](/[CH:16]=[C:17]3\[C:18](=[O:27])[NH:19][C:20]4[C:25]\3=[CH:24][C:23]([F:26])=[CH:22][CH:21]=4)[NH:12][C:11]=2[CH3:28])=[O:9])[CH2:4]1)(=[O:40])[CH3:38]. The reactants are [OH:1][CH:2]1[CH2:6][NH:5][CH2:4][CH:3]1[NH:7][C:8]([C:10]1[C:14]([CH3:15])=[C:13](/[CH:16]=[C:17]2\[C:18](=[O:27])[NH:19][C:20]3[C:25]\2=[CH:24][C:23]([F:26])=[CH:22][CH:21]=3)[NH:12][C:11]=1[CH3:28])=[O:9].CCN(C(C)C)C(C)C.[CH3:38][C:39](Cl)=[O:40]. The yield is 0.570. (3) The reactants are [CH2:1]([C:3]1[C:9]([OH:10])=[CH:8][CH:7]=[CH:6][C:4]=1O)[CH3:2].[C:11]1([CH2:17][C:18]([OH:20])=O)[CH:16]=[CH:15][CH:14]=[CH:13][CH:12]=1.P(Cl)(Cl)(Cl)(Cl)Cl.CN([CH:30]=[O:31])C. No catalyst specified. The product is [CH2:1]([C:3]1[CH:4]=[C:6]2[C:7](=[CH:8][C:9]=1[OH:10])[O:20][CH:18]=[C:17]([C:11]1[CH:12]=[CH:13][CH:14]=[CH:15][CH:16]=1)[C:30]2=[O:31])[CH3:2]. The yield is 0.877. (4) The reactants are [CH3:1][C@H:2]([NH:7][C:8]([C:10]1[C:18]2[C:13](=[N:14][CH:15]=[C:16](Br)[N:17]=2)[N:12]([CH2:20][O:21][CH2:22][CH2:23][Si:24]([CH3:27])([CH3:26])[CH3:25])[CH:11]=1)=[O:9])[C:3]([CH3:6])([CH3:5])[CH3:4].[CH2:28]([NH:35][C:36]([C:38]1[S:42][C:41](B(O)O)=[CH:40][CH:39]=1)=[O:37])[C:29]1[CH:34]=[CH:33][CH:32]=[CH:31][CH:30]=1.C([O-])([O-])=O.[Na+].[Na+]. The catalyst is O1CCOCC1.O.C1C=CC([P]([Pd]([P](C2C=CC=CC=2)(C2C=CC=CC=2)C2C=CC=CC=2)([P](C2C=CC=CC=2)(C2C=CC=CC=2)C2C=CC=CC=2)[P](C2C=CC=CC=2)(C2C=CC=CC=2)C2C=CC=CC=2)(C2C=CC=CC=2)C2C=CC=CC=2)=CC=1. The product is [CH3:1][C@H:2]([NH:7][C:8]([C:10]1[C:18]2[C:13](=[N:14][CH:15]=[C:16]([C:41]3[S:42][C:38]([C:36](=[O:37])[NH:35][CH2:28][C:29]4[CH:34]=[CH:33][CH:32]=[CH:31][CH:30]=4)=[CH:39][CH:40]=3)[N:17]=2)[N:12]([CH2:20][O:21][CH2:22][CH2:23][Si:24]([CH3:27])([CH3:26])[CH3:25])[CH:11]=1)=[O:9])[C:3]([CH3:6])([CH3:5])[CH3:4]. The yield is 0.520. (5) The reactants are [NH:1]([C:3]1[N:4]=[C:5]2[CH:11]=[CH:10][N:9](S(C3C=CC(C)=CC=3)(=O)=O)[C:6]2=[N:7][CH:8]=1)[NH2:2].[O:22]1[CH2:27][CH2:26][CH:25]([CH:28]=O)[CH2:24][CH2:23]1.C(O)(=O)C.C(O)(=O)C.IC1C=CC=CC=1.[OH-].[Na+]. The catalyst is CO.C(Cl)Cl. The product is [O:22]1[CH2:27][CH2:26][CH:25]([C:28]2[N:4]3[C:5]4[CH:11]=[CH:10][NH:9][C:6]=4[N:7]=[CH:8][C:3]3=[N:1][N:2]=2)[CH2:24][CH2:23]1. The yield is 0.350. (6) The reactants are [C:1]([O-:4])(=[O:3])[CH3:2].[K+].[I:6][C:7]1[CH:14]=[CH:13][C:10]([CH2:11]Br)=[CH:9][CH:8]=1.C(O)C. The catalyst is O. The product is [C:1]([O:4][CH2:11][C:10]1[CH:13]=[CH:14][C:7]([I:6])=[CH:8][CH:9]=1)(=[O:3])[CH3:2]. The yield is 0.930. (7) The reactants are Cl[C:2]1[N:7]=[C:6]([C:8]2[CH:13]=[CH:12][CH:11]=[CH:10][CH:9]=2)[CH:5]=[CH:4][N:3]=1.[NH2:14][C:15]1[CH:20]=[CH:19][C:18]([CH2:21][C:22]([OH:24])=[O:23])=[CH:17][CH:16]=1.C(N(C(C)C)CC)(C)C.C1COCC1. The catalyst is CCOCC.O. The product is [C:8]1([C:6]2[CH:5]=[CH:4][N:3]=[C:2]([NH:14][C:15]3[CH:16]=[CH:17][C:18]([CH2:21][C:22]([OH:24])=[O:23])=[CH:19][CH:20]=3)[N:7]=2)[CH:13]=[CH:12][CH:11]=[CH:10][CH:9]=1. The yield is 0.770.